Dataset: Forward reaction prediction with 1.9M reactions from USPTO patents (1976-2016). Task: Predict the product of the given reaction. Given the reactants [N:1]1[C:10]2[C:9](=O)[CH2:8][CH2:7][CH2:6][C:5]=2[CH:4]=[CH:3][CH:2]=1.[CH2:12]([NH2:14])[CH3:13].O1CCCC1.C(O)(=O)C.C(O[BH-](OC(=O)C)OC(=O)C)(=O)C.[Na+].C(=O)(O)[O-].[Na+], predict the reaction product. The product is: [CH2:12]([NH:14][CH:9]1[C:10]2[N:1]=[CH:2][CH:3]=[CH:4][C:5]=2[CH2:6][CH2:7][CH2:8]1)[CH3:13].